This data is from Forward reaction prediction with 1.9M reactions from USPTO patents (1976-2016). The task is: Predict the product of the given reaction. (1) Given the reactants C(O[C:4]([C:6]([CH3:54])([O:8][C:9]1[CH:14]=[CH:13][C:12]([C:15]2[N:20]=[C:19]([C:21]3[CH:26]=[CH:25][C:24]([O:27][C:28]([CH3:35])([C:30]([O:32]CC)=O)[CH3:29])=[CH:23][C:22]=3[OH:36])[N:18]=[C:17]([C:37]3[CH:42]=[CH:41][C:40]([O:43][C:44]([CH3:51])([C:46](OCC)=[O:47])[CH3:45])=[CH:39][C:38]=3[OH:52])[N:16]=2)=[C:11]([OH:53])[CH:10]=1)[CH3:7])=[O:5])C.[CH2:55]([NH2:61])[CH2:56][CH2:57][CH2:58][CH2:59][CH3:60].[CH2:67]([Sn](=O)[CH2:67][CH2:68][CH2:69][CH3:70])[CH2:68][CH2:69][CH3:70], predict the reaction product. The product is: [CH2:55]([NH:61][C:46]([C:44]([CH3:45])([O:43][C:40]1[CH:41]=[CH:42][C:37]([C:17]2[N:18]=[C:19]([C:21]3[CH:26]=[CH:25][C:24]([O:27][C:28]([CH3:29])([C:30]([NH:16][CH2:15][CH2:12][CH2:11][CH2:10][CH2:9][CH3:14])=[O:32])[CH3:35])=[CH:23][C:22]=3[OH:36])[N:20]=[C:15]([C:12]3[CH:13]=[CH:14][C:9]([O:8][C:6]([CH3:54])([C:4]([NH:18][CH2:17][CH2:37][CH2:67][CH2:68][CH2:69][CH3:70])=[O:5])[CH3:7])=[CH:10][C:11]=3[OH:53])[N:16]=2)=[C:38]([OH:52])[CH:39]=1)[CH3:51])=[O:47])[CH2:56][CH2:57][CH2:58][CH2:59][CH3:60]. (2) Given the reactants [C:1]([NH:4][C:5]1[C:6]([I:31])=[C:7]([C:22]([N:24]([CH2:28][CH2:29][OH:30])[CH2:25][CH2:26][OH:27])=[O:23])[C:8]([I:21])=[C:9]([C:19]=1[I:20])[C:10]([N:12]([CH2:16][CH2:17][OH:18])[CH2:13][CH2:14][OH:15])=[O:11])(=[O:3])[CH3:2].[OH-:32].[K+].B(O)(O)O.[O:38]1[CH2:40][CH:39]1[CH2:41][C:42]([CH2:48][CH:49]1[CH2:51][O:50]1)([OH:47])[CH2:43][CH:44]1[CH2:46][O:45]1, predict the reaction product. The product is: [OH:18][CH2:17][CH2:16][N:12]([CH2:13][CH2:14][OH:15])[C:10]([C:9]1[C:19]([I:20])=[C:5]([N:4]([CH2:51][CH:49]([OH:50])[CH2:48][C:42]2([OH:47])[CH2:41][CH:39]([CH2:40][OH:38])[O:45][CH:44]([CH2:46][N:4]([C:5]3[C:19]([I:20])=[C:9]([C:10]([N:12]([CH2:13][CH2:14][OH:15])[CH2:16][CH2:17][OH:18])=[O:11])[C:8]([I:21])=[C:7]([C:6]=3[I:31])[C:22]([N:24]([CH2:25][CH2:26][OH:27])[CH2:28][CH2:29][OH:30])=[O:23])[C:1](=[O:32])[CH3:2])[CH2:43]2)[C:1](=[O:3])[CH3:2])[C:6]([I:31])=[C:7]([C:22](=[O:23])[N:24]([CH2:25][CH2:26][OH:27])[CH2:28][CH2:29][OH:30])[C:8]=1[I:21])=[O:11]. (3) The product is: [CH2:1]([O:8][C:9]1[C:13]([C:14]([O:16][CH3:17])=[O:15])=[N:12][N:11]([CH:31]([C:32]([O:34][CH2:35][CH3:36])=[O:33])[CH2:30][NH:29][C:27]([O:26][C:22]([CH3:25])([CH3:23])[CH3:24])=[O:28])[C:10]=1[C:18]([O:20][CH3:21])=[O:19])[C:2]1[CH:7]=[CH:6][CH:5]=[CH:4][CH:3]=1. Given the reactants [CH2:1]([O:8][C:9]1[C:10]([C:18]([O:20][CH3:21])=[O:19])=[N:11][NH:12][C:13]=1[C:14]([O:16][CH3:17])=[O:15])[C:2]1[CH:7]=[CH:6][CH:5]=[CH:4][CH:3]=1.[C:22]([O:26][C:27]([NH:29][CH2:30][CH:31](OS(C)(=O)=O)[C:32]([O:34][CH2:35][CH3:36])=[O:33])=[O:28])([CH3:25])([CH3:24])[CH3:23].C([O-])([O-])=O.[Cs+].[Cs+], predict the reaction product. (4) Given the reactants [CH3:1][O:2][C:3](=[O:45])[C@H:4]([N:11]([S:31]([C:34]1[C:39]([CH3:40])=[CH:38][C:37]([O:41][CH3:42])=[C:36]([CH3:43])[C:35]=1[CH3:44])(=[O:33])=[O:32])[CH2:12][C:13]1[CH:14]=[C:15]2[C:19](=[CH:20][CH:21]=1)[N:18](S(CC[Si](C)(C)C)(=O)=O)[CH:17]=[CH:16]2)[CH2:5][O:6][C:7]([CH3:10])([CH3:9])[CH3:8].[F-].C([N+](CCCC)(CCCC)CCCC)CCC, predict the reaction product. The product is: [CH3:1][O:2][C:3](=[O:45])[C@H:4]([N:11]([S:31]([C:34]1[C:39]([CH3:40])=[CH:38][C:37]([O:41][CH3:42])=[C:36]([CH3:43])[C:35]=1[CH3:44])(=[O:33])=[O:32])[CH2:12][C:13]1[CH:14]=[C:15]2[C:19](=[CH:20][CH:21]=1)[NH:18][CH:17]=[CH:16]2)[CH2:5][O:6][C:7]([CH3:10])([CH3:9])[CH3:8]. (5) Given the reactants [NH2:1][C:2]1[CH:9]=[CH:8][C:5]([C:6]#[N:7])=[C:4]([C:10]([F:13])([F:12])[F:11])[CH:3]=1.C(=O)([O-])[O-].[Cs+].[Cs+].Br[CH2:21][CH2:22][F:23], predict the reaction product. The product is: [F:23][CH2:22][CH2:21][NH:1][C:2]1[CH:9]=[CH:8][C:5]([C:6]#[N:7])=[C:4]([C:10]([F:11])([F:12])[F:13])[CH:3]=1.